This data is from Peptide-MHC class II binding affinity with 134,281 pairs from IEDB. The task is: Regression. Given a peptide amino acid sequence and an MHC pseudo amino acid sequence, predict their binding affinity value. This is MHC class II binding data. (1) The binding affinity (normalized) is 0.202. The MHC is DRB4_0101 with pseudo-sequence DRB4_0103. The peptide sequence is KMPMYIAGYKTFDGR. (2) The MHC is HLA-DPA10301-DPB10402 with pseudo-sequence HLA-DPA10301-DPB10402. The binding affinity (normalized) is 0.595. The peptide sequence is RGLLRRARGGPHHRR.